Dataset: Peptide-MHC class II binding affinity with 134,281 pairs from IEDB. Task: Regression. Given a peptide amino acid sequence and an MHC pseudo amino acid sequence, predict their binding affinity value. This is MHC class II binding data. (1) The peptide sequence is TSSTPEAVSLLCSDK. The MHC is HLA-DPA10103-DPB10402 with pseudo-sequence HLA-DPA10103-DPB10402. The binding affinity (normalized) is 0.166. (2) The peptide sequence is IEVNPPFGDSYIIVG. The MHC is DRB1_0101 with pseudo-sequence DRB1_0101. The binding affinity (normalized) is 0. (3) The peptide sequence is RSKFLLMDALKLSIED. The MHC is DRB1_1302 with pseudo-sequence DRB1_1302. The binding affinity (normalized) is 0.566. (4) The peptide sequence is PTPVNIIGRNMLTQIGC. The MHC is DRB1_1101 with pseudo-sequence DRB1_1101. The binding affinity (normalized) is 0.179. (5) The peptide sequence is DLGYAPATPAAPGAG. The MHC is DRB1_0301 with pseudo-sequence DRB1_0301. The binding affinity (normalized) is 0.126.